This data is from TCR-epitope binding with 47,182 pairs between 192 epitopes and 23,139 TCRs. The task is: Binary Classification. Given a T-cell receptor sequence (or CDR3 region) and an epitope sequence, predict whether binding occurs between them. (1) The epitope is EILDITPCSF. The TCR CDR3 sequence is CASSMTGVGSYNEQFF. Result: 0 (the TCR does not bind to the epitope). (2) The epitope is NLSALGIFST. The TCR CDR3 sequence is CASGLDIHAFF. Result: 1 (the TCR binds to the epitope). (3) The epitope is MLNIPSINV. The TCR CDR3 sequence is CASSLAVQSDEQYF. Result: 1 (the TCR binds to the epitope). (4) The epitope is YVLDHLIVV. The TCR CDR3 sequence is CASSEPAGGSYNEQFF. Result: 0 (the TCR does not bind to the epitope). (5) The epitope is WICLLQFAY. The TCR CDR3 sequence is CASSQADLGATEAFF. Result: 1 (the TCR binds to the epitope).